From a dataset of Full USPTO retrosynthesis dataset with 1.9M reactions from patents (1976-2016). Predict the reactants needed to synthesize the given product. (1) The reactants are: [CH3:1][C:2]1[CH:7]=[CH:6][CH:5]=[CH:4][C:3]=1[C:8]1[CH:13]=[CH:12][C:11]([CH:14]=O)=[CH:10][CH:9]=1.[CH3:16][NH:17][CH2:18][CH:19]([C:21]1[CH:26]=[CH:25][CH:24]=[CH:23][CH:22]=1)[OH:20].[BH-](OC(C)=O)(OC(C)=O)OC(C)=O.[Na+]. Given the product [CH3:16][N:17]([CH2:18][CH:19]([C:21]1[CH:26]=[CH:25][CH:24]=[CH:23][CH:22]=1)[OH:20])[CH2:14][C:11]1[CH:10]=[CH:9][C:8]([C:3]2[CH:4]=[CH:5][CH:6]=[CH:7][C:2]=2[CH3:1])=[CH:13][CH:12]=1, predict the reactants needed to synthesize it. (2) Given the product [CH3:12][N:3]1[C:11]2[C:6](=[CH:7][CH:8]=[CH:9][CH:10]=2)[CH2:5][CH2:4]1, predict the reactants needed to synthesize it. The reactants are: [H-].[Na+].[NH:3]1[C:11]2[C:6](=[CH:7][CH:8]=[CH:9][CH:10]=2)[CH2:5][CH2:4]1.[CH3:12]I. (3) Given the product [Cl:23][C:24]1[C:25]([F:43])=[C:26]([CH:40]=[CH:41][CH:42]=1)[CH2:27][N:28]1[C:32]2=[CH:33][N:34]=[C:35]([C:37]([NH:17][OH:18])=[O:38])[CH:36]=[C:31]2[CH:30]=[CH:29]1, predict the reactants needed to synthesize it. The reactants are: ClC1C(F)=C(C=CC=1)CN1C2=CN=CC=C2C=C1C([NH:17][OH:18])=O.[Cl:23][C:24]1[C:25]([F:43])=[C:26]([CH:40]=[CH:41][CH:42]=1)[CH2:27][N:28]1[C:32]2=[CH:33][N:34]=[C:35]([C:37](O)=[O:38])[CH:36]=[C:31]2[CH:30]=[CH:29]1.Cl.NO. (4) Given the product [O:13]1[CH2:15][C@H:14]1[CH2:16][O:1][C:2]1[CH:12]=[CH:11][CH:10]=[CH:9][C:3]=1[CH2:4][NH:5][C:6](=[O:8])[CH3:7], predict the reactants needed to synthesize it. The reactants are: [OH:1][C:2]1[CH:12]=[CH:11][CH:10]=[CH:9][C:3]=1[CH2:4][NH:5][C:6](=[O:8])[CH3:7].[O:13]1[CH2:15][C@H:14]1[CH2:16]OS(C1C=CC=C([N+]([O-])=O)C=1)(=O)=O.C([O-])([O-])=O.[Cs+].[Cs+]. (5) Given the product [CH2:1]([O:8][N:9]1[C:18]2[C:13](=[CH:14][CH:15]=[CH:16][N:17]=2)[C:12]([N:19]2[CH2:20][CH2:21][C:26]3[C:27](=[CH:22][C:23]([C:29]([NH:65][CH2:64][CH2:63][C:57]4[CH:62]=[CH:61][CH:60]=[CH:59][CH:58]=4)=[O:31])=[CH:24][CH:25]=3)[CH2:28]2)=[CH:11][C:10]1=[O:32])[C:42]1[CH:66]=[CH:46][CH:45]=[CH:44][CH:43]=1, predict the reactants needed to synthesize it. The reactants are: [CH2:1]([O:8][N:9]1[C:18]2[C:13](=[CH:14][CH:15]=[CH:16][N:17]=2)[C:12]([N:19]2[CH2:28][CH2:27][C:26]3[C:21](=[CH:22][C:23]([C:29]([OH:31])=O)=[CH:24][CH:25]=3)[CH2:20]2)=[CH:11][C:10]1=[O:32])C1C=CC=CC=1.CN(C(ON1N=N[C:43]2[CH:44]=[CH:45][CH:46]=N[C:42]1=2)=[N+](C)C)C.F[P-](F)(F)(F)(F)F.[C:57]1([CH2:63][CH2:64][NH2:65])[CH:62]=[CH:61][CH:60]=[CH:59][CH:58]=1.[CH3:66]N(C=O)C. (6) Given the product [C:13]1([C:23]2[CH:28]=[CH:27][CH:26]=[CH:25][CH:24]=2)[CH:18]=[CH:17][CH:16]=[C:15]([CH2:19][C:20]([NH:5][CH2:6][CH2:7][CH3:8])=[O:22])[CH:14]=1, predict the reactants needed to synthesize it. The reactants are: CCN=C=[N:5][CH2:6][CH2:7][CH2:8]N(C)C.Cl.[C:13]1([C:23]2[CH:28]=[CH:27][CH:26]=[CH:25][CH:24]=2)[CH:18]=[CH:17][CH:16]=[C:15]([CH2:19][C:20]([OH:22])=O)[CH:14]=1.C(N)CC.C1C=CC2N(O)N=NC=2C=1.